Regression/Classification. Given a drug SMILES string, predict its absorption, distribution, metabolism, or excretion properties. Task type varies by dataset: regression for continuous measurements (e.g., permeability, clearance, half-life) or binary classification for categorical outcomes (e.g., BBB penetration, CYP inhibition). For this dataset (solubility_aqsoldb), we predict Y. From a dataset of Aqueous solubility values for 9,982 compounds from the AqSolDB database. The molecule is C=C(C)C(=O)OCCCCCCCC(C)C. The Y is -6.06 log mol/L.